This data is from Reaction yield outcomes from USPTO patents with 853,638 reactions. The task is: Predict the reaction yield, written as a fraction of the theoretical maximum amount of product (1.0 means a 100% yield; for example, 0.34 means a 34% yield). (1) The reactants are [CH3:1][CH2:2][CH2:3][CH2:4][CH2:5]/[CH:6]=[CH:7]\[CH2:8]/[CH:9]=[CH:10]\[CH2:11][CH2:12][CH2:13][CH2:14][CH2:15][CH2:16][CH2:17][CH:18]([OH:40])[CH2:19][CH:20]([OH:39])[CH2:21][CH2:22][CH2:23][CH2:24][CH2:25][CH2:26][CH2:27][CH2:28]/[CH:29]=[CH:30]\[CH2:31]/[CH:32]=[CH:33]\[CH2:34][CH2:35][CH2:36][CH2:37][CH3:38].C(O[CH:44](OCC)[CH2:45][CH2:46][CH2:47][N:48]([CH3:50])[CH3:49])C.CC1C=CC(S([O-])(=O)=O)=CC=1.C1C=C[NH+]=CC=1.[OH-].[Na+]. The catalyst is C1(C)C=CC=CC=1. The product is [CH2:17]([CH:18]1[CH2:19][CH:20]([CH2:21][CH2:22][CH2:23][CH2:24][CH2:25][CH2:26][CH2:27][CH2:28]/[CH:29]=[CH:30]\[CH2:31]/[CH:32]=[CH:33]\[CH2:34][CH2:35][CH2:36][CH2:37][CH3:38])[O:39][CH:44]([CH2:45][CH2:46][CH2:47][N:48]([CH3:50])[CH3:49])[O:40]1)[CH2:16][CH2:15][CH2:14][CH2:13][CH2:12][CH2:11]/[CH:10]=[CH:9]\[CH2:8]/[CH:7]=[CH:6]\[CH2:5][CH2:4][CH2:3][CH2:2][CH3:1]. The yield is 0.680. (2) The reactants are [Cl:1][C:2]1[CH:7]=[CH:6][C:5]([CH:8]([CH2:13]O)[C:9]([O:11][CH3:12])=[O:10])=[CH:4][CH:3]=1.CS(Cl)(=O)=O. The catalyst is C(Cl)Cl. The product is [Cl:1][C:2]1[CH:3]=[CH:4][C:5]([C:8](=[CH2:13])[C:9]([O:11][CH3:12])=[O:10])=[CH:6][CH:7]=1. The yield is 0.850.